Task: Predict which catalyst facilitates the given reaction.. Dataset: Catalyst prediction with 721,799 reactions and 888 catalyst types from USPTO (1) Reactant: [CH3:1][O:2][C:3]1[CH:8]=[CH:7][C:6]([CH:9](C(OCC)=O)[C:10]([O:12]CC)=[O:11])=[C:5]([N+:20]([O-:22])=[O:21])[CH:4]=1. Product: [CH3:1][O:2][C:3]1[CH:8]=[CH:7][C:6]([CH2:9][C:10]([OH:12])=[O:11])=[C:5]([N+:20]([O-:22])=[O:21])[CH:4]=1. The catalyst class is: 33. (2) Reactant: Cl[CH2:2][C:3]1[N:11]=[C:10]2[N:5]([CH:6]=[N:7][C:8]([CH2:15][C:16]3[N:20]([C:21]4[C:26]([F:27])=[CH:25][CH:24]=[CH:23][N:22]=4)[N:19]=[CH:18][CH:17]=3)=[C:9]2[CH2:12][CH2:13][CH3:14])[N:4]=1.[NH:28]1[CH2:32][CH2:31][CH2:30][CH2:29]1.C([O-])([O-])=O.[K+].[K+]. Product: [F:27][C:26]1[C:21]([N:20]2[C:16]([CH2:15][C:8]3[N:7]=[CH:6][N:5]4[N:4]=[C:3]([CH2:2][N:28]5[CH2:32][CH2:31][CH2:30][CH2:29]5)[N:11]=[C:10]4[C:9]=3[CH2:12][CH2:13][CH3:14])=[CH:17][CH:18]=[N:19]2)=[N:22][CH:23]=[CH:24][CH:25]=1. The catalyst class is: 10. (3) Reactant: Br[C:2]1[C:7]([CH3:8])=[CH:6][C:5]([C:9]([CH3:12])([CH3:11])[CH3:10])=[CH:4][C:3]=1[CH3:13].[ClH:14]. Product: [Cl:14][C:2]1[C:7]([CH3:8])=[CH:6][C:5]([C:9]([CH3:12])([CH3:11])[CH3:10])=[CH:4][C:3]=1[CH3:13]. The catalyst class is: 9. (4) Product: [NH2:5][CH2:9][CH2:10][N:11]([CH:12]([C:16]1[N:17]([CH2:26][C:27]2[CH:32]=[CH:31][CH:30]=[CH:29][CH:28]=2)[C:18](=[O:25])[C:19]([CH3:24])=[C:20]([C:22]#[N:23])[N:21]=1)[CH:13]([CH3:15])[CH3:14])[C:33](=[O:36])[CH:34]=[CH2:35]. Reactant: CC([N:5]([CH2:9][CH2:10][N:11]([C:33](=[O:36])[CH:34]=[CH2:35])[CH:12]([C:16]1[N:17]([CH2:26][C:27]2[CH:32]=[CH:31][CH:30]=[CH:29][CH:28]=2)[C:18](=[O:25])[C:19]([CH3:24])=[C:20]([C:22]#[N:23])[N:21]=1)[CH:13]([CH3:15])[CH3:14])C(=O)[O-])(C)C.C(O)(C(F)(F)F)=O. The catalyst class is: 2. (5) Reactant: Br[C:2]1[CH:3]=[CH:4][C:5]([CH2:8][NH:9][C:10](=[O:14])[CH:11]([CH3:13])[CH3:12])=[N:6][CH:7]=1.CC1(C)C(C)(C)[O:19][B:18](B2OC(C)(C)C(C)(C)O2)[O:17]1.C([O-])(=O)C.[K+].B(O)O. Product: [C:10]([NH:9][CH2:8][C:5]1[N:6]=[CH:7][C:2]([B:18]([OH:19])[OH:17])=[CH:3][CH:4]=1)(=[O:14])[CH:11]([CH3:13])[CH3:12]. The catalyst class is: 12. (6) Reactant: C(OC([N:8]1[CH2:13][CH2:12][CH:11]([C:14]2[C:18]([S:19][C:20]3[CH:25]=[CH:24][C:23]([Cl:26])=[CH:22][CH:21]=3)=[CH:17][NH:16][N:15]=2)[CH2:10][CH2:9]1)=O)(C)(C)C.[ClH:27]. Product: [Cl:26][C:23]1[CH:24]=[CH:25][C:20]([S:19][C:18]2[C:14]([CH:11]3[CH2:12][CH2:13][NH:8][CH2:9][CH2:10]3)=[N:15][NH:16][CH:17]=2)=[CH:21][CH:22]=1.[ClH:27]. The catalyst class is: 788.